From a dataset of Full USPTO retrosynthesis dataset with 1.9M reactions from patents (1976-2016). Predict the reactants needed to synthesize the given product. (1) The reactants are: [CH2:1]([N:3]1[C:7]([S:8][C:9]2[CH:10]=[C:11]([C:17]#[N:18])[CH:12]=[C:13]([CH:16]=2)[C:14]#[N:15])=[C:6]([CH:19]([CH3:21])[CH3:20])[N:5]=[C:4]1[CH2:22][OH:23])[CH3:2].ClC(Cl)(Cl)[C:26]([N:28]=C=O)=[O:27]. Given the product [C:14]([C:13]1[CH:16]=[C:9]([S:8][C:7]2[N:3]([CH2:1][CH3:2])[C:4]([CH2:22][O:23][C:26](=[O:27])[NH2:28])=[N:5][C:6]=2[CH:19]([CH3:20])[CH3:21])[CH:10]=[C:11]([C:17]#[N:18])[CH:12]=1)#[N:15], predict the reactants needed to synthesize it. (2) The reactants are: [NH2:1][C:2]1[C:3]([C:14]([OH:16])=O)=[N:4][C:5]2[C:10]([CH:11]=1)=[CH:9][CH:8]=[C:7]([CH2:12][CH3:13])[CH:6]=2.[NH2:17][C:18]1[C:19]([N:27]2[CH2:32][CH2:31][CH2:30][C@H:29]([NH:33]C(=O)OC(C)(C)C)[CH2:28]2)=[C:20]2[CH2:26][CH2:25][O:24][C:21]2=[N:22][CH:23]=1.CN(C(ON1N=NC2C=CC=NC1=2)=[N+](C)C)C.F[P-](F)(F)(F)(F)F.CCN(C(C)C)C(C)C. Given the product [NH2:1][C:2]1[C:3]([C:14]([NH:17][C:18]2[C:19]([N:27]3[CH2:32][CH2:31][CH2:30][C@H:29]([NH2:33])[CH2:28]3)=[C:20]3[CH2:26][CH2:25][O:24][C:21]3=[N:22][CH:23]=2)=[O:16])=[N:4][C:5]2[C:10]([CH:11]=1)=[CH:9][CH:8]=[C:7]([CH2:12][CH3:13])[CH:6]=2, predict the reactants needed to synthesize it. (3) Given the product [NH:9]1[C:10]2[C:15](=[CH:14][CH:13]=[CH:12][CH:11]=2)[CH:16]=[C:8]1[C:6]1[N:7]=[C:2]([NH:1][C:25]2[CH:34]=[CH:33][C:28]([C:29]([OH:31])=[O:30])=[CH:27][N:26]=2)[CH:3]=[N:4][CH:5]=1, predict the reactants needed to synthesize it. The reactants are: [NH2:1][C:2]1[N:7]=[C:6]([C:8]2[N:9](C(OC(C)(C)C)=O)[C:10]3[C:15]([CH:16]=2)=[CH:14][CH:13]=[CH:12][CH:11]=3)[CH:5]=[N:4][CH:3]=1.Cl[C:25]1[CH:34]=[CH:33][C:28]([C:29]([O:31]C)=[O:30])=[CH:27][N:26]=1.C([O-])([O-])=O.[K+].[K+].[OH-].[Na+].Cl. (4) Given the product [CH2:1]([O:8][N:9]1[C:14]2[N:15]=[C:16]([OH:39])[N:17]=[CH:18][C:13]=2[C:12]([NH:23][CH2:24][C:25]2[CH:26]=[CH:46][C:45]([O:44][CH3:43])=[CH:29][CH:30]=2)=[CH:11][C:10]1=[O:38])[C:2]1[CH:3]=[CH:4][CH:5]=[CH:6][CH:7]=1, predict the reactants needed to synthesize it. The reactants are: [CH2:1]([O:8][N:9]1[C:14]2[N:15]=[C:16](S(C)(=O)=O)[N:17]=[CH:18][C:13]=2[C:12]([NH:23][CH2:24][C:25]2[CH:30]=[CH:29]C(OC)=C[CH:26]=2)=[C:11](C(OCC)=O)[C:10]1=[O:38])[C:2]1[CH:7]=[CH:6][CH:5]=[CH:4][CH:3]=1.[OH-:39].[Na+].O1[CH2:46][CH2:45][O:44][CH2:43]C1. (5) Given the product [C:1]([O:4][C@@H:5]1[C@H:9]([O:10][C:11](=[O:13])[CH3:12])[C@@H:8]([C:14]#[CH:15])[O:7][C@H:6]1[N:16]1[CH:24]=[N:23][C:22]2[C:17]1=[N:18][CH:19]=[N:20][C:21]=2[NH:31][C:30]1[CH:32]=[CH:33][C:27]([Cl:26])=[CH:28][C:29]=1[CH3:34])(=[O:3])[CH3:2], predict the reactants needed to synthesize it. The reactants are: [C:1]([O:4][C@@H:5]1[C@H:9]([O:10][C:11](=[O:13])[CH3:12])[C@@H:8]([C:14]#[CH:15])[O:7][C@H:6]1[N:16]1[CH:24]=[N:23][C:22]2[C:17]1=[N:18][CH:19]=[N:20][C:21]=2Cl)(=[O:3])[CH3:2].[Cl:26][C:27]1[CH:33]=[CH:32][C:30]([NH2:31])=[C:29]([CH3:34])[CH:28]=1.